This data is from Full USPTO retrosynthesis dataset with 1.9M reactions from patents (1976-2016). The task is: Predict the reactants needed to synthesize the given product. (1) Given the product [C:15]([C:16]1[CH:23]=[CH:22][C:19]([CH2:20][NH:21][C:5](=[O:7])[CH:4]([O:3][CH2:1][CH3:2])[C:8]2[CH:13]=[CH:12][CH:11]=[CH:10][CH:9]=2)=[CH:18][CH:17]=1)#[N:14], predict the reactants needed to synthesize it. The reactants are: [CH2:1]([O:3][CH:4]([C:8]1[CH:13]=[CH:12][CH:11]=[CH:10][CH:9]=1)[C:5]([OH:7])=O)[CH3:2].[NH2:14][CH2:15][C:16]1[CH:23]=[CH:22][C:19]([C:20]#[N:21])=[CH:18][CH:17]=1. (2) The reactants are: [Cl:1][C:2]1[CH:3]=[C:4]([C:9]2[CH:13]=[C:12]([NH:14][CH2:15][CH2:16][C:17]([O:19]CC)=[O:18])[N:11]([C:22]3[CH:31]=[CH:30][C:29]4[C:24](=[CH:25][CH:26]=[CH:27][CH:28]=4)[CH:23]=3)[N:10]=2)[CH:5]=[C:6]([Cl:8])[CH:7]=1.[OH-].[Li+].CO. Given the product [Cl:1][C:2]1[CH:3]=[C:4]([C:9]2[CH:13]=[C:12]([NH:14][CH2:15][CH2:16][C:17]([OH:19])=[O:18])[N:11]([C:22]3[CH:31]=[CH:30][C:29]4[C:24](=[CH:25][CH:26]=[CH:27][CH:28]=4)[CH:23]=3)[N:10]=2)[CH:5]=[C:6]([Cl:8])[CH:7]=1, predict the reactants needed to synthesize it. (3) Given the product [Si:13]([O:20][CH2:21][CH2:22][O:23][C:24]1[C:25]([CH3:33])=[CH:26][C:27]([C:28]2[NH:6][C:4](=[O:5])[C:3]3[C:2](=[CH:10][C:9]([O:11][CH3:12])=[CH:8][CH:7]=3)[N:1]=2)=[CH:30][C:31]=1[CH3:32])([C:16]([CH3:19])([CH3:18])[CH3:17])([CH3:15])[CH3:14], predict the reactants needed to synthesize it. The reactants are: [NH2:1][C:2]1[CH:10]=[C:9]([O:11][CH3:12])[CH:8]=[CH:7][C:3]=1[C:4]([NH2:6])=[O:5].[Si:13]([O:20][CH2:21][CH2:22][O:23][C:24]1[C:31]([CH3:32])=[CH:30][C:27]([CH:28]=O)=[CH:26][C:25]=1[CH3:33])([C:16]([CH3:19])([CH3:18])[CH3:17])([CH3:15])[CH3:14].OS([O-])=O.[Na+].CC1C=CC(S(O)(=O)=O)=CC=1.O. (4) Given the product [NH2:33][C:34]1[N:35]=[C:36]([NH:49][CH:50]2[CH2:51][N:52]([C:7](=[O:8])[C:9]3[CH:14]=[CH:13][CH:12]=[C:11]([N+:54]([O-:56])=[O:55])[CH:10]=3)[CH2:53]2)[S:37][C:38]=1[C:39]([C:41]1[C:46]([F:47])=[CH:45][CH:44]=[CH:43][C:42]=1[F:48])=[O:40], predict the reactants needed to synthesize it. The reactants are: NC1N=C(NC2CCN([C:7](=[O:8])[C:9]3[CH:14]=[CH:13][C:12](I)=[CH:11][CH:10]=3)CC2)SC=1[C:7]([C:9]1[C:14](F)=[CH:13][CH:12]=[CH:11][C:10]=1F)=[O:8].[NH2:33][C:34]1[N:35]=[C:36]([NH:49][CH:50]2[CH2:53][NH:52][CH2:51]2)[S:37][C:38]=1[C:39]([C:41]1[C:46]([F:47])=[CH:45][CH:44]=[CH:43][C:42]=1[F:48])=[O:40].[N+:54](C1C=CC(C(Cl)=O)=CC=1)([O-:56])=[O:55].